Dataset: NCI-60 drug combinations with 297,098 pairs across 59 cell lines. Task: Regression. Given two drug SMILES strings and cell line genomic features, predict the synergy score measuring deviation from expected non-interaction effect. (1) Drug 1: CC12CCC(CC1=CCC3C2CCC4(C3CC=C4C5=CN=CC=C5)C)O. Drug 2: CC1=C(C=C(C=C1)NC(=O)C2=CC=C(C=C2)CN3CCN(CC3)C)NC4=NC=CC(=N4)C5=CN=CC=C5. Cell line: HCT116. Synergy scores: CSS=8.40, Synergy_ZIP=0.768, Synergy_Bliss=3.40, Synergy_Loewe=1.16, Synergy_HSA=1.18. (2) Drug 1: C1=NC2=C(N1)C(=S)N=C(N2)N. Drug 2: CCCCC(=O)OCC(=O)C1(CC(C2=C(C1)C(=C3C(=C2O)C(=O)C4=C(C3=O)C=CC=C4OC)O)OC5CC(C(C(O5)C)O)NC(=O)C(F)(F)F)O. Cell line: NCI-H460. Synergy scores: CSS=35.9, Synergy_ZIP=-0.800, Synergy_Bliss=-2.59, Synergy_Loewe=-3.85, Synergy_HSA=-2.48. (3) Drug 1: CC1=CC=C(C=C1)C2=CC(=NN2C3=CC=C(C=C3)S(=O)(=O)N)C(F)(F)F. Drug 2: CC1C(C(CC(O1)OC2CC(OC(C2O)C)OC3=CC4=CC5=C(C(=O)C(C(C5)C(C(=O)C(C(C)O)O)OC)OC6CC(C(C(O6)C)O)OC7CC(C(C(O7)C)O)OC8CC(C(C(O8)C)O)(C)O)C(=C4C(=C3C)O)O)O)O. Cell line: MCF7. Synergy scores: CSS=15.7, Synergy_ZIP=1.23, Synergy_Bliss=-2.76, Synergy_Loewe=-40.9, Synergy_HSA=-6.71. (4) Drug 1: CCC1(C2=C(COC1=O)C(=O)N3CC4=CC5=C(C=CC(=C5CN(C)C)O)N=C4C3=C2)O.Cl. Drug 2: C1C(C(OC1N2C=NC(=NC2=O)N)CO)O. Cell line: BT-549. Synergy scores: CSS=35.4, Synergy_ZIP=-10.7, Synergy_Bliss=-3.11, Synergy_Loewe=2.66, Synergy_HSA=3.24. (5) Drug 1: C1=C(C(=O)NC(=O)N1)N(CCCl)CCCl. Drug 2: CC(C)NC(=O)C1=CC=C(C=C1)CNNC.Cl. Cell line: MOLT-4. Synergy scores: CSS=53.0, Synergy_ZIP=-0.882, Synergy_Bliss=-1.60, Synergy_Loewe=-13.4, Synergy_HSA=-1.27. (6) Drug 1: CC1=C(C=C(C=C1)NC2=NC=CC(=N2)N(C)C3=CC4=NN(C(=C4C=C3)C)C)S(=O)(=O)N.Cl. Drug 2: CC1=C(C=C(C=C1)C(=O)NC2=CC(=CC(=C2)C(F)(F)F)N3C=C(N=C3)C)NC4=NC=CC(=N4)C5=CN=CC=C5. Cell line: M14. Synergy scores: CSS=-1.94, Synergy_ZIP=2.48, Synergy_Bliss=3.71, Synergy_Loewe=2.25, Synergy_HSA=0.247. (7) Drug 1: CC(CN1CC(=O)NC(=O)C1)N2CC(=O)NC(=O)C2. Drug 2: CC(C)CN1C=NC2=C1C3=CC=CC=C3N=C2N. Cell line: HS 578T. Synergy scores: CSS=10.1, Synergy_ZIP=2.63, Synergy_Bliss=6.73, Synergy_Loewe=0.635, Synergy_HSA=0.926.